This data is from Forward reaction prediction with 1.9M reactions from USPTO patents (1976-2016). The task is: Predict the product of the given reaction. (1) Given the reactants [C:1]([O:5][C:6](=[O:22])[NH:7][C:8]([CH3:21])([CH3:20])[CH2:9][C:10]1[C:18]2[C:13](=[C:14](O)[CH:15]=[CH:16][CH:17]=2)[NH:12][CH:11]=1)([CH3:4])([CH3:3])[CH3:2].[H-].[Na+].[CH3:25][O:26][C:27](=[O:30])CCl.CN(C)[CH:33]=[O:34], predict the reaction product. The product is: [C:1]([O:5][C:6](=[O:22])[NH:7][C:8]([CH3:21])([CH3:20])[CH2:9][C:10]1[C:18]2[C:13](=[C:14]([C:27]([O:26][CH2:25][O:34][CH3:33])=[O:30])[CH:15]=[CH:16][CH:17]=2)[NH:12][CH:11]=1)([CH3:4])([CH3:3])[CH3:2]. (2) Given the reactants C([C:3]([CH2:16][CH3:17])(P(O)(O)=O)/[C:4](/[CH3:11])=[C:5](\CC)/[C:6]([O-:8])=[O:7])C.CN1C(=O)N(C)C[CH2:21][CH2:20]1.[Li]CCCC.[F:32][C:33]([F:56])([F:55])[C:34]([C:38]1[CH:43]=[C:42]([C:44]([CH3:47])([CH3:46])[CH3:45])[CH:41]=[C:40]([C:48]([CH3:51])([CH3:50])[CH3:49])[C:39]=1[O:52][CH2:53][CH3:54])=CC=O, predict the reaction product. The product is: [CH2:20]([O:8][C:6](=[O:7])/[CH:5]=[C:4](\[CH3:11])/[CH:3]=[CH:16]/[CH:17]=[C:34](\[C:38]1[CH:43]=[C:42]([C:44]([CH3:45])([CH3:46])[CH3:47])[CH:41]=[C:40]([C:48]([CH3:49])([CH3:50])[CH3:51])[C:39]=1[O:52][CH2:53][CH3:54])/[C:33]([F:55])([F:56])[F:32])[CH3:21]. (3) Given the reactants [CH3:1][C@H:2]1[NH:7][CH2:6][CH2:5][N:4]([CH:8]2[C:14]3[CH:15]=[CH:16][CH:17]=[CH:18][C:13]=3[CH2:12][CH2:11][CH2:10][CH2:9]2)[CH2:3]1.Br[CH2:20][C:21]([O:23][CH3:24])=[O:22].C(N(C(C)C)CC)(C)C, predict the reaction product. The product is: [CH3:1][C@@H:2]1[CH2:3][N:4]([CH:8]2[C:14]3[CH:15]=[CH:16][CH:17]=[CH:18][C:13]=3[CH2:12][CH2:11][CH2:10][CH2:9]2)[CH2:5][CH2:6][N:7]1[CH2:20][C:21]([O:23][CH3:24])=[O:22]. (4) Given the reactants [CH3:1][C:2]1[CH:11]=[CH:10][C:5]([C:6]([O:8][CH3:9])=[O:7])=[CH:4][C:3]=1[N+:12]([O-:14])=[O:13].CO[CH:17](OC)[N:18]([CH3:20])[CH3:19].CN(C)C=O, predict the reaction product. The product is: [CH3:17][N:18]([CH:20]=[CH:1][C:2]1[CH:11]=[CH:10][C:5]([C:6]([O:8][CH3:9])=[O:7])=[CH:4][C:3]=1[N+:12]([O-:14])=[O:13])[CH3:19]. (5) Given the reactants [C:1](=[O:4])([O-])[O-].[K+].[K+].CI.[Br:9][C:10]1[CH:15]=[CH:14][CH:13]=[C:12]([N+:16]([O-])=O)[C:11]=1O.[Cl-].[NH4+], predict the reaction product. The product is: [Br:9][C:10]1[C:11]([O:4][CH3:1])=[C:12]([CH:13]=[CH:14][CH:15]=1)[NH2:16]. (6) Given the reactants [CH:1]1([C:11]([OH:13])=O)[C:10]2[C:5](=[CH:6][CH:7]=[CH:8][CH:9]=2)[CH2:4][CH2:3][CH2:2]1.[Cl:14][C:15]1[CH:20]=[CH:19][C:18]([CH2:21][NH:22][C:23]2[CH:28]=[CH:27][C:26]([CH:29]([CH3:31])[CH3:30])=[CH:25][CH:24]=2)=[CH:17][CH:16]=1, predict the reaction product. The product is: [Cl:14][C:15]1[CH:16]=[CH:17][C:18]([CH2:21][N:22]([C:23]2[CH:24]=[CH:25][C:26]([CH:29]([CH3:31])[CH3:30])=[CH:27][CH:28]=2)[C:11]([CH:1]2[C:10]3[C:5](=[CH:6][CH:7]=[CH:8][CH:9]=3)[CH2:4][CH2:3][CH2:2]2)=[O:13])=[CH:19][CH:20]=1. (7) Given the reactants [SH:1][C:2]1[CH:10]=[C:9]([C:11]([OH:13])=[O:12])[CH:8]=[CH:7][C:3]=1[C:4]([OH:6])=O.[C:14]([C:16]1[CH:21]=[CH:20][CH:19]=[CH:18][N:17]=1)#[N:15], predict the reaction product. The product is: [O:6]=[C:4]1[C:3]2[CH:7]=[CH:8][C:9]([C:11]([OH:13])=[O:12])=[CH:10][C:2]=2[S:1][C:14]([C:16]2[CH:21]=[CH:20][CH:19]=[CH:18][N:17]=2)=[N:15]1. (8) Given the reactants C(O[C:6]([C:8]1[N:9]=[C:10]([Cl:26])[C:11]2[C:16]([C:17]=1[OH:18])=[CH:15][C:14]([S:19][C:20]1[CH:25]=[CH:24][CH:23]=[CH:22][CH:21]=1)=[CH:13][CH:12]=2)=[O:7])CCC.[NH2:27][CH2:28][C:29]([OH:31])=[O:30].C[O-].[Na+], predict the reaction product. The product is: [Cl:26][C:10]1[C:11]2[C:16](=[CH:15][C:14]([S:19][C:20]3[CH:25]=[CH:24][CH:23]=[CH:22][CH:21]=3)=[CH:13][CH:12]=2)[C:17]([OH:18])=[C:8]([C:6]([NH:27][CH2:28][C:29]([OH:31])=[O:30])=[O:7])[N:9]=1. (9) Given the reactants Br[C:2]1[CH:7]=[CH:6][C:5]([C@@H:8]([NH:10][C:11](=[O:13])[CH3:12])[CH3:9])=[CH:4][CH:3]=1.[CH2:14]([O:16][C:17]1[CH:27]=[CH:26][C:20]([O:21][CH:22]2[CH2:25][NH:24][CH2:23]2)=[C:19]([F:28])[CH:18]=1)[CH3:15].C([O-])([O-])=O.[Cs+].[Cs+].O, predict the reaction product. The product is: [CH2:14]([O:16][C:17]1[CH:27]=[CH:26][C:20]([O:21][CH:22]2[CH2:23][N:24]([C:2]3[CH:7]=[CH:6][C:5]([C@@H:8]([NH:10][C:11](=[O:13])[CH3:12])[CH3:9])=[CH:4][CH:3]=3)[CH2:25]2)=[C:19]([F:28])[CH:18]=1)[CH3:15]. (10) The product is: [F:14][C:11]1[CH:12]=[C:13]2[C:8](=[CH:9][CH:10]=1)[N:7]([CH3:15])[CH:6]=[C:5]2[C:3](=[O:4])[CH:2]([NH:27][C:26]1[CH:28]=[CH:29][CH:30]=[C:24]([O:23][CH3:22])[CH:25]=1)[C:16]1[CH:21]=[CH:20][CH:19]=[CH:18][CH:17]=1. Given the reactants Cl[CH:2]([C:16]1[CH:21]=[CH:20][CH:19]=[CH:18][CH:17]=1)[C:3]([C:5]1[C:13]2[C:8](=[CH:9][CH:10]=[C:11]([F:14])[CH:12]=2)[N:7]([CH3:15])[CH:6]=1)=[O:4].[CH3:22][O:23][C:24]1[CH:25]=[C:26]([CH:28]=[CH:29][CH:30]=1)[NH2:27], predict the reaction product.